Dataset: Forward reaction prediction with 1.9M reactions from USPTO patents (1976-2016). Task: Predict the product of the given reaction. (1) Given the reactants [CH:1]1([C:6]2[N:7]=[C:8]([OH:16])[C:9]3[S:15][CH2:14][CH2:13][CH2:12][C:10]=3[N:11]=2)[CH2:5][CH2:4][CH2:3][CH2:2]1.C(N(CC)CC)C.[F:24][C:25]([F:31])([F:30])[S:26](O)(=[O:28])=[O:27], predict the reaction product. The product is: [F:24][C:25]([F:31])([F:30])[S:26]([O:16][C:8]1[C:9]2[S:15][CH2:14][CH2:13][CH2:12][C:10]=2[N:11]=[C:6]([CH:1]2[CH2:2][CH2:3][CH2:4][CH2:5]2)[N:7]=1)(=[O:28])=[O:27]. (2) Given the reactants [H-].[Na+].[Br:3][C:4]1[CH:5]=[C:6]([CH:16]=[C:17]([O:19][C:20]2[CH:25]=[CH:24][C:23]([C:26]([F:29])([F:28])[F:27])=[CH:22][N:21]=2)[CH:18]=1)[CH2:7]P(=O)(OCC)OCC.O=[C:31]1[CH2:36][CH2:35][N:34]([C:37]([O:39][C:40]([CH3:43])([CH3:42])[CH3:41])=[O:38])[CH2:33][CH2:32]1, predict the reaction product. The product is: [Br:3][C:4]1[CH:5]=[C:6]([CH:16]=[C:17]([O:19][C:20]2[CH:25]=[CH:24][C:23]([C:26]([F:27])([F:28])[F:29])=[CH:22][N:21]=2)[CH:18]=1)[CH:7]=[C:31]1[CH2:36][CH2:35][N:34]([C:37]([O:39][C:40]([CH3:43])([CH3:42])[CH3:41])=[O:38])[CH2:33][CH2:32]1. (3) Given the reactants Br[C:2]1[CH:10]=[C:9]2[C:5]([CH2:6][CH2:7][CH:8]2[NH:11][C:12](=[O:18])[O:13][C:14]([CH3:17])([CH3:16])[CH3:15])=[CH:4][CH:3]=1.[CH3:19][C:20]1([CH3:36])[C:24]([CH3:26])([CH3:25])[O:23][B:22]([B:22]2[O:23][C:24]([CH3:26])([CH3:25])[C:20]([CH3:36])([CH3:19])[O:21]2)[O:21]1.ClCCl.CC([O-])=O.[K+], predict the reaction product. The product is: [CH3:19][C:20]1([CH3:36])[C:24]([CH3:26])([CH3:25])[O:23][B:22]([C:2]2[CH:10]=[C:9]3[C:5]([CH2:6][CH2:7][CH:8]3[NH:11][C:12](=[O:18])[O:13][C:14]([CH3:17])([CH3:16])[CH3:15])=[CH:4][CH:3]=2)[O:21]1. (4) Given the reactants [O:1]1[CH2:6]C[C:4](=O)[CH2:3][CH2:2]1.[CH2:8]=O.[CH2:10]([NH2:17])[C:11]1[CH:16]=[CH:15][CH:14]=[CH:13][CH:12]=1.[C:18]([OH:21])(=O)[CH3:19], predict the reaction product. The product is: [CH2:10]([N:17]1[CH2:4][CH:3]2[C:18](=[O:21])[CH:19]([CH2:6][O:1][CH2:2]2)[CH2:8]1)[C:11]1[CH:16]=[CH:15][CH:14]=[CH:13][CH:12]=1. (5) Given the reactants C(C1[N:12]=[CH:11][CH:10]=[C:9]2[C:4]=1[CH:5]=[C:6]([C:28]1[CH:33]=[CH:32][CH:31]=[CH:30][CH:29]=1)[C:7]([C:13]1[CH:27]=[CH:26][C:16]([CH2:17][NH:18][C:19](=[O:25])[O:20][C:21]([CH3:24])([CH3:23])[CH3:22])=[CH:15][CH:14]=1)=[N:8]2)#N.C(=O)=O.[CH3:37][C:38]([CH3:40])=[O:39].C[Mg]Br, predict the reaction product. The product is: [C:38]([C:40]1[N:12]=[CH:11][CH:10]=[C:9]2[C:4]=1[CH:5]=[C:6]([C:28]1[CH:29]=[CH:30][CH:31]=[CH:32][CH:33]=1)[C:7]([C:13]1[CH:14]=[CH:15][C:16]([CH2:17][NH:18][C:19](=[O:25])[O:20][C:21]([CH3:24])([CH3:23])[CH3:22])=[CH:26][CH:27]=1)=[N:8]2)(=[O:39])[CH3:37]. (6) Given the reactants [Cl-].O[NH3+:3].[C:4](=[O:7])([O-])[OH:5].[Na+].CS(C)=O.[CH3:13][C:14]1([CH3:52])[CH2:18][C:17]2[CH:19]=[C:20]([N:23]3[C:28](=[O:29])[C:27]4[CH:30]=[C:31]([CH2:33][CH3:34])[S:32][C:26]=4[N:25]([CH2:35][C:36]4[CH:41]=[CH:40][C:39]([C:42]5[C:43]([C:48]#[N:49])=[CH:44][CH:45]=[CH:46][CH:47]=5)=[CH:38][C:37]=4[F:50])[C:24]3=[O:51])[CH:21]=[CH:22][C:16]=2[O:15]1, predict the reaction product. The product is: [CH3:52][C:14]1([CH3:13])[CH2:18][C:17]2[CH:19]=[C:20]([N:23]3[C:28](=[O:29])[C:27]4[CH:30]=[C:31]([CH2:33][CH3:34])[S:32][C:26]=4[N:25]([CH2:35][C:36]4[CH:41]=[CH:40][C:39]([C:42]5[CH:47]=[CH:46][CH:45]=[CH:44][C:43]=5[C:48]5[NH:3][C:4](=[O:7])[O:5][N:49]=5)=[CH:38][C:37]=4[F:50])[C:24]3=[O:51])[CH:21]=[CH:22][C:16]=2[O:15]1. (7) Given the reactants [CH2:1]([C:3]1[CH:4]=[C:5]([C:12]2[CH:17]=[CH:16][C:15]([O:18]C)=[CH:14][CH:13]=2)[CH:6]=[CH:7][C:8]=1[C:9](=[O:11])[CH3:10])[CH3:2].C(C1C=C(C2C=CC(OC)=C(C(=O)C)C=2)C=CC=1)C.B(Br)(Br)Br.O, predict the reaction product. The product is: [CH2:1]([C:3]1[CH:4]=[C:5]([C:12]2[CH:13]=[CH:14][C:15]([OH:18])=[CH:16][CH:17]=2)[CH:6]=[CH:7][C:8]=1[C:9](=[O:11])[CH3:10])[CH3:2].